From a dataset of Forward reaction prediction with 1.9M reactions from USPTO patents (1976-2016). Predict the product of the given reaction. (1) The product is: [Br:27][CH2:28][C:29]1[CH:34]=[CH:33][CH:32]=[CH:31][C:30]=1[CH2:35][O:26][CH2:25][CH2:24][CH2:23][NH:22][C:3]([C:10]1[CH:15]=[CH:14][CH:13]=[CH:12][CH:11]=1)([C:16]1[CH:17]=[CH:18][CH:19]=[CH:20][CH:21]=1)[C:4]1[CH:9]=[CH:8][CH:7]=[CH:6][CH:5]=1. Given the reactants [H-].[Na+].[C:3]([NH:22][CH2:23][CH2:24][CH2:25][OH:26])([C:16]1[CH:21]=[CH:20][CH:19]=[CH:18][CH:17]=1)([C:10]1[CH:15]=[CH:14][CH:13]=[CH:12][CH:11]=1)[C:4]1[CH:9]=[CH:8][CH:7]=[CH:6][CH:5]=1.[Br:27][CH2:28][C:29]1[C:30]([CH2:35]Br)=[CH:31][CH:32]=[CH:33][CH:34]=1.O, predict the reaction product. (2) Given the reactants [F:1][C:2]1[CH:7]=[C:6]([F:8])[CH:5]=[CH:4][C:3]=1[C:9](=[O:11])[CH3:10].CO[CH:14](OC)[N:15]([CH3:17])[CH3:16], predict the reaction product. The product is: [F:1][C:2]1[CH:7]=[C:6]([F:8])[CH:5]=[CH:4][C:3]=1[C:9](=[O:11])/[CH:10]=[CH:14]/[N:15]([CH3:17])[CH3:16]. (3) The product is: [Cl:1][C:2]1[C:10]2[C:5](=[CH:6][CH:7]=[CH:8][CH:9]=2)[NH:4][C:3]=1[C:11]1[O:12][CH:24]=[N:23][CH:22]=1. Given the reactants [Cl:1][C:2]1[C:10]2[C:5](=[CH:6][CH:7]=[CH:8][CH:9]=2)[NH:4][C:3]=1[CH:11]=[O:12].C1(C)C(S([CH2:22][N+:23]#[C-:24])(=O)=O)=CC=CC=1.C(=O)([O-])[O-].[K+].[K+], predict the reaction product. (4) Given the reactants [O:1]1[C:5]2([CH2:10][CH2:9][NH:8][CH2:7][CH2:6]2)[CH2:4][NH:3][C:2]1=[O:11].[Br:12][CH2:13][C:14](Br)=[O:15].N1C=CC=CC=1, predict the reaction product. The product is: [Br:12][CH2:13][C:14]([N:8]1[CH2:7][CH2:6][C:5]2([O:1][C:2](=[O:11])[NH:3][CH2:4]2)[CH2:10][CH2:9]1)=[O:15]. (5) Given the reactants [OH:1][CH:2]([C:4]1[O:5][C:6](=[O:28])[C:7]2[C:12]([C:13]=1[C:14]1[S:15][C:16]([CH:19]3OC(C)(C)C(C)(C)[O:20]3)=[CH:17][CH:18]=1)=[CH:11][CH:10]=[CH:9][CH:8]=2)[CH3:3].Cl, predict the reaction product. The product is: [OH:1][CH:2]([C:4]1[O:5][C:6](=[O:28])[C:7]2[C:12]([C:13]=1[C:14]1[S:15][C:16]([CH:19]=[O:20])=[CH:17][CH:18]=1)=[CH:11][CH:10]=[CH:9][CH:8]=2)[CH3:3]. (6) Given the reactants C(O[C:6](=[O:31])[NH:7][C@H:8]([C:10](=[O:30])[NH:11][C@H:12]([B:17]1[O:25][C@H:24]2[C@:19]([CH3:29])([C@H:20]3[CH2:26][C@@H:22]([CH2:23]2)[C:21]3([CH3:28])[CH3:27])[O:18]1)[CH2:13][CH:14]([CH3:16])[CH3:15])[CH3:9])(C)(C)C.[NH2:32][C@@H:33]([CH2:37][C:38]1[CH:43]=[CH:42][C:41]([O:44][CH3:45])=[C:40]([O:46][CH3:47])[C:39]=1[O:48][CH3:49])C(O)=O.[C:50]1([CH2:56][CH2:57][C:58](O)=[O:59])[CH:55]=[CH:54][CH:53]=[CH:52][CH:51]=1, predict the reaction product. The product is: [CH3:16][CH:14]([CH3:15])[CH2:13][C@H:12]([NH:11][C:10]([C@@H:8]([NH:7][C:6](=[O:31])[C@@H:33]([NH:32][C:58](=[O:59])[CH2:57][CH2:56][C:50]1[CH:55]=[CH:54][CH:53]=[CH:52][CH:51]=1)[CH2:37][C:38]1[CH:43]=[CH:42][C:41]([O:44][CH3:45])=[C:40]([O:46][CH3:47])[C:39]=1[O:48][CH3:49])[CH3:9])=[O:30])[B:17]1[O:25][C@H:24]2[C@:19]([CH3:29])([C@H:20]3[CH2:26][C@@H:22]([CH2:23]2)[C:21]3([CH3:28])[CH3:27])[O:18]1. (7) Given the reactants [NH2:1][CH2:2][C:3]1[CH:8]=[CH:7][C:6]([OH:9])=[CH:5][C:4]=1[O:10][CH3:11].Br[CH2:13][CH:14]([CH3:16])[CH3:15].[CH3:17][C:18]1([CH3:31])[C@@H:20]2[CH2:21][C:22]3[C:26]([C@H:19]12)=[C:25]([CH3:27])[S:24][C:23]=3[C:28](O)=[O:29], predict the reaction product. The product is: [CH2:13]([O:9][C:6]1[CH:7]=[CH:8][C:3]([CH2:2][NH:1][C:28]([C:23]2[S:24][C:25]([CH3:27])=[C:26]3[C:22]=2[CH2:21][C@H:20]2[C:18]([CH3:31])([CH3:17])[C@H:19]23)=[O:29])=[C:4]([O:10][CH3:11])[CH:5]=1)[CH:14]([CH3:16])[CH3:15].